Dataset: Peptide-MHC class I binding affinity with 185,985 pairs from IEDB/IMGT. Task: Regression. Given a peptide amino acid sequence and an MHC pseudo amino acid sequence, predict their binding affinity value. This is MHC class I binding data. (1) The peptide sequence is VDINRNNKF. The MHC is HLA-A29:02 with pseudo-sequence HLA-A29:02. The binding affinity (normalized) is 0. (2) The peptide sequence is GDVVVVSTDA. The MHC is Patr-B2401 with pseudo-sequence Patr-B2401. The binding affinity (normalized) is 0.0122. (3) The peptide sequence is KGAVDLSHFL. The MHC is HLA-A03:01 with pseudo-sequence HLA-A03:01. The binding affinity (normalized) is 0.136. (4) The peptide sequence is SETQGTEKL. The MHC is Mamu-A11 with pseudo-sequence Mamu-A11. The binding affinity (normalized) is 0.698. (5) The MHC is HLA-B44:02 with pseudo-sequence HLA-B44:02. The peptide sequence is DTTTDISKY. The binding affinity (normalized) is 0.0847. (6) The peptide sequence is LLAAVASSY. The MHC is HLA-A02:01 with pseudo-sequence HLA-A02:01. The binding affinity (normalized) is 0.356.